Dataset: NCI-60 drug combinations with 297,098 pairs across 59 cell lines. Task: Regression. Given two drug SMILES strings and cell line genomic features, predict the synergy score measuring deviation from expected non-interaction effect. (1) Drug 1: CC1=C(C(=CC=C1)Cl)NC(=O)C2=CN=C(S2)NC3=CC(=NC(=N3)C)N4CCN(CC4)CCO. Drug 2: CC1=C(N=C(N=C1N)C(CC(=O)N)NCC(C(=O)N)N)C(=O)NC(C(C2=CN=CN2)OC3C(C(C(C(O3)CO)O)O)OC4C(C(C(C(O4)CO)O)OC(=O)N)O)C(=O)NC(C)C(C(C)C(=O)NC(C(C)O)C(=O)NCCC5=NC(=CS5)C6=NC(=CS6)C(=O)NCCC[S+](C)C)O. Cell line: LOX IMVI. Synergy scores: CSS=53.2, Synergy_ZIP=1.13, Synergy_Bliss=1.76, Synergy_Loewe=4.47, Synergy_HSA=5.17. (2) Drug 1: CCN(CC)CCNC(=O)C1=C(NC(=C1C)C=C2C3=C(C=CC(=C3)F)NC2=O)C. Drug 2: CC1=C(C(=O)C2=C(C1=O)N3CC4C(C3(C2COC(=O)N)OC)N4)N. Cell line: HS 578T. Synergy scores: CSS=14.9, Synergy_ZIP=-1.76, Synergy_Bliss=-0.997, Synergy_Loewe=1.35, Synergy_HSA=2.24. (3) Drug 1: C1CN1P(=S)(N2CC2)N3CC3. Drug 2: CC(C)NC(=O)C1=CC=C(C=C1)CNNC.Cl. Cell line: EKVX. Synergy scores: CSS=2.31, Synergy_ZIP=-1.85, Synergy_Bliss=-2.16, Synergy_Loewe=-2.60, Synergy_HSA=-1.84. (4) Drug 1: C1CC(=O)NC(=O)C1N2C(=O)C3=CC=CC=C3C2=O. Drug 2: CC1CCCC2(C(O2)CC(NC(=O)CC(C(C(=O)C(C1O)C)(C)C)O)C(=CC3=CSC(=N3)C)C)C. Cell line: NCI-H522. Synergy scores: CSS=44.0, Synergy_ZIP=2.70, Synergy_Bliss=0.253, Synergy_Loewe=-28.0, Synergy_HSA=-1.39. (5) Drug 1: C1CCC(CC1)NC(=O)N(CCCl)N=O. Drug 2: CCC1(C2=C(COC1=O)C(=O)N3CC4=CC5=C(C=CC(=C5CN(C)C)O)N=C4C3=C2)O.Cl. Cell line: HCT116. Synergy scores: CSS=45.0, Synergy_ZIP=3.55, Synergy_Bliss=3.58, Synergy_Loewe=2.15, Synergy_HSA=7.62. (6) Cell line: TK-10. Drug 2: CC1=C(C=C(C=C1)C(=O)NC2=CC(=CC(=C2)C(F)(F)F)N3C=C(N=C3)C)NC4=NC=CC(=N4)C5=CN=CC=C5. Synergy scores: CSS=14.5, Synergy_ZIP=-2.22, Synergy_Bliss=2.83, Synergy_Loewe=1.51, Synergy_HSA=2.11. Drug 1: C1CCC(C1)C(CC#N)N2C=C(C=N2)C3=C4C=CNC4=NC=N3. (7) Drug 1: CC1OCC2C(O1)C(C(C(O2)OC3C4COC(=O)C4C(C5=CC6=C(C=C35)OCO6)C7=CC(=C(C(=C7)OC)O)OC)O)O. Drug 2: C#CCC(CC1=CN=C2C(=N1)C(=NC(=N2)N)N)C3=CC=C(C=C3)C(=O)NC(CCC(=O)O)C(=O)O. Cell line: HCC-2998. Synergy scores: CSS=18.4, Synergy_ZIP=-2.67, Synergy_Bliss=3.00, Synergy_Loewe=2.45, Synergy_HSA=2.43. (8) Drug 1: CN1C2=C(C=C(C=C2)N(CCCl)CCCl)N=C1CCCC(=O)O.Cl. Drug 2: CC1C(C(CC(O1)OC2CC(CC3=C2C(=C4C(=C3O)C(=O)C5=C(C4=O)C(=CC=C5)OC)O)(C(=O)CO)O)N)O.Cl. Cell line: UACC62. Synergy scores: CSS=35.6, Synergy_ZIP=-4.44, Synergy_Bliss=-2.43, Synergy_Loewe=-14.7, Synergy_HSA=-1.81. (9) Drug 1: C(CC(=O)O)C(=O)CN.Cl. Drug 2: CC(C)NC(=O)C1=CC=C(C=C1)CNNC.Cl. Cell line: HOP-92. Synergy scores: CSS=13.1, Synergy_ZIP=-4.90, Synergy_Bliss=4.51, Synergy_Loewe=2.19, Synergy_HSA=3.97.